From a dataset of NCI-60 drug combinations with 297,098 pairs across 59 cell lines. Regression. Given two drug SMILES strings and cell line genomic features, predict the synergy score measuring deviation from expected non-interaction effect. (1) Cell line: SW-620. Drug 2: C1CN(CCN1C(=O)CCBr)C(=O)CCBr. Synergy scores: CSS=8.15, Synergy_ZIP=-5.85, Synergy_Bliss=-0.555, Synergy_Loewe=0.544, Synergy_HSA=0.560. Drug 1: CCC1(CC2CC(C3=C(CCN(C2)C1)C4=CC=CC=C4N3)(C5=C(C=C6C(=C5)C78CCN9C7C(C=CC9)(C(C(C8N6C=O)(C(=O)OC)O)OC(=O)C)CC)OC)C(=O)OC)O.OS(=O)(=O)O. (2) Drug 1: C1CC(=O)NC(=O)C1N2CC3=C(C2=O)C=CC=C3N. Drug 2: CCN(CC)CCNC(=O)C1=C(NC(=C1C)C=C2C3=C(C=CC(=C3)F)NC2=O)C. Cell line: UO-31. Synergy scores: CSS=2.61, Synergy_ZIP=-1.43, Synergy_Bliss=-0.101, Synergy_Loewe=-2.94, Synergy_HSA=-0.407. (3) Drug 1: CC=C1C(=O)NC(C(=O)OC2CC(=O)NC(C(=O)NC(CSSCCC=C2)C(=O)N1)C(C)C)C(C)C. Drug 2: B(C(CC(C)C)NC(=O)C(CC1=CC=CC=C1)NC(=O)C2=NC=CN=C2)(O)O. Cell line: MDA-MB-435. Synergy scores: CSS=96.0, Synergy_ZIP=5.16, Synergy_Bliss=3.87, Synergy_Loewe=1.59, Synergy_HSA=3.08. (4) Synergy scores: CSS=40.4, Synergy_ZIP=-4.30, Synergy_Bliss=-4.64, Synergy_Loewe=0.640, Synergy_HSA=1.90. Cell line: OVCAR-8. Drug 2: CC1C(C(CC(O1)OC2CC(CC3=C2C(=C4C(=C3O)C(=O)C5=CC=CC=C5C4=O)O)(C(=O)C)O)N)O. Drug 1: C#CCC(CC1=CN=C2C(=N1)C(=NC(=N2)N)N)C3=CC=C(C=C3)C(=O)NC(CCC(=O)O)C(=O)O. (5) Drug 1: C1=CC=C(C=C1)NC(=O)CCCCCCC(=O)NO. Drug 2: CCN(CC)CCNC(=O)C1=C(NC(=C1C)C=C2C3=C(C=CC(=C3)F)NC2=O)C. Cell line: SF-295. Synergy scores: CSS=13.6, Synergy_ZIP=-0.684, Synergy_Bliss=-3.36, Synergy_Loewe=-6.37, Synergy_HSA=-2.45. (6) Drug 1: C1=C(C(=O)NC(=O)N1)F. Drug 2: CCC(=C(C1=CC=CC=C1)C2=CC=C(C=C2)OCCN(C)C)C3=CC=CC=C3.C(C(=O)O)C(CC(=O)O)(C(=O)O)O. Cell line: RPMI-8226. Synergy scores: CSS=67.5, Synergy_ZIP=-8.49, Synergy_Bliss=-20.6, Synergy_Loewe=-23.5, Synergy_HSA=-22.2. (7) Drug 1: C1CCC(CC1)NC(=O)N(CCCl)N=O. Drug 2: C(CN)CNCCSP(=O)(O)O. Cell line: PC-3. Synergy scores: CSS=5.42, Synergy_ZIP=-4.00, Synergy_Bliss=-3.79, Synergy_Loewe=-35.8, Synergy_HSA=-4.39. (8) Drug 1: CCC1=C2CN3C(=CC4=C(C3=O)COC(=O)C4(CC)O)C2=NC5=C1C=C(C=C5)O. Drug 2: C#CCC(CC1=CN=C2C(=N1)C(=NC(=N2)N)N)C3=CC=C(C=C3)C(=O)NC(CCC(=O)O)C(=O)O. Cell line: MOLT-4. Synergy scores: CSS=82.0, Synergy_ZIP=1.55, Synergy_Bliss=-0.0716, Synergy_Loewe=-5.75, Synergy_HSA=-0.530. (9) Drug 1: CC1=C2C(C(=O)C3(C(CC4C(C3C(C(C2(C)C)(CC1OC(=O)C(C(C5=CC=CC=C5)NC(=O)OC(C)(C)C)O)O)OC(=O)C6=CC=CC=C6)(CO4)OC(=O)C)O)C)O. Drug 2: C1C(C(OC1N2C=NC3=C2NC=NCC3O)CO)O. Cell line: SF-268. Synergy scores: CSS=0.986, Synergy_ZIP=-4.83, Synergy_Bliss=-9.48, Synergy_Loewe=-23.2, Synergy_HSA=-10.6.